Dataset: Reaction yield outcomes from USPTO patents with 853,638 reactions. Task: Predict the reaction yield, written as a fraction of the theoretical maximum amount of product (1.0 means a 100% yield; for example, 0.34 means a 34% yield). The product is [CH2:44]([O:46][C:47](=[O:55])[CH2:48][C:49]1[N:50]=[C:51]([NH:54][C:8](=[O:10])[CH:7]([C:11]2[CH:16]=[CH:15][C:14]([N+:17]([O-:19])=[O:18])=[CH:13][CH:12]=2)[CH2:6][CH:1]2[CH2:2][CH2:3][CH2:4][CH2:5]2)[S:52][CH:53]=1)[CH3:45]. The catalyst is CN(C)C=O. The reactants are [CH:1]1([CH2:6][CH:7]([C:11]2[CH:16]=[CH:15][C:14]([N+:17]([O-:19])=[O:18])=[CH:13][CH:12]=2)[C:8]([OH:10])=O)[CH2:5][CH2:4][CH2:3][CH2:2]1.F[P-](F)(F)(F)(F)F.N1(OC(N(C)C)=[N+](C)C)C2C=CC=CC=2N=N1.[CH2:44]([O:46][C:47](=[O:55])[CH2:48][C:49]1[N:50]=[C:51]([NH2:54])[S:52][CH:53]=1)[CH3:45].C(N(CC)C(C)C)(C)C.Cl. The yield is 0.394.